This data is from Reaction yield outcomes from USPTO patents with 853,638 reactions. The task is: Predict the reaction yield, written as a fraction of the theoretical maximum amount of product (1.0 means a 100% yield; for example, 0.34 means a 34% yield). (1) The reactants are [CH3:1][O:2][C:3]1[CH:8]=[CH:7][C:6]([C:9]2[C:14]([C:15]3[CH:20]=[CH:19][C:18]([O:21][CH3:22])=[CH:17][CH:16]=3)=[N:13][N:12]([CH2:23][CH2:24]O)[C:11](=[O:26])[CH:10]=2)=[CH:5][CH:4]=1.C1(C)C=CC(S(Cl)(=O)=O)=CC=1.[NH:38]1[CH2:43][CH2:42][O:41][CH2:40][CH2:39]1. No catalyst specified. The product is [CH3:1][O:2][C:3]1[CH:8]=[CH:7][C:6]([C:9]2[C:14]([C:15]3[CH:16]=[CH:17][C:18]([O:21][CH3:22])=[CH:19][CH:20]=3)=[N:13][N:12]([CH2:23][CH2:24][N:38]3[CH2:43][CH2:42][O:41][CH2:40][CH2:39]3)[C:11](=[O:26])[CH:10]=2)=[CH:5][CH:4]=1. The yield is 0.426. (2) The catalyst is O1CCCC1.CO.C(#N)C. The yield is 1.00. The reactants are [Br:1][C:2]1[C:3]([CH2:15][OH:16])=[CH:4][C:5]([N:12]([CH3:14])[CH3:13])=[C:6]([CH:11]=1)[C:7](OC)=[O:8].[OH-].[Na+].Cl.[CH3:20][NH:21]C.O1CCCC1.ON1C2C=CC=CC=2N=N1.C1(N=C=NC2CCCCC2)CCCCC1. The product is [CH3:20][NH:21][C:7](=[O:8])[C:6]1[CH:11]=[C:2]([Br:1])[C:3]([CH2:15][OH:16])=[CH:4][C:5]=1[N:12]([CH3:14])[CH3:13]. (3) The yield is 0.330. The product is [CH:1]1([CH2:6][CH:7]([C:11]2[CH:16]=[CH:15][C:14]([Cl:17])=[C:13]([Cl:18])[CH:12]=2)[C:8]([NH:60][C:61]2[NH:62][CH:63]=[CH:64][N:65]=2)=[O:10])[CH2:2][CH2:3][CH2:4][CH2:5]1. The catalyst is CN(C)C=O. The reactants are [CH:1]1([CH2:6][CH:7]([C:11]2[CH:16]=[CH:15][C:14]([Cl:17])=[C:13]([Cl:18])[CH:12]=2)[C:8]([OH:10])=O)[CH2:5][CH2:4][CH2:3][CH2:2]1.F[P-](F)(F)(F)(F)F.N1(O[P+](N(C)C)(N(C)C)N(C)C)C2C=CC=CC=2N=N1.C(N(CC)C(C)C)(C)C.S(O)(O)(=O)=O.[NH2:60][C:61]1[NH:62][CH:63]=[CH:64][N:65]=1. (4) The reactants are [NH2:1][C:2]1[CH:11]=[CH:10][CH:9]=[C:8]2[C:3]=1[CH:4]=[CH:5][N:6]=[CH:7]2.O.O.O.O.O.O.[F:18][C:19]([F:27])([F:26])[C:20]([C:22]([F:25])([F:24])[F:23])=[O:21]. The catalyst is C1(C)C=CC(S(O)(=O)=O)=CC=1. The product is [NH2:1][C:2]1[C:11]([C:20]([OH:21])([C:22]([F:25])([F:24])[F:23])[C:19]([F:27])([F:26])[F:18])=[CH:10][CH:9]=[C:8]2[C:3]=1[CH:4]=[CH:5][N:6]=[CH:7]2. The yield is 0.300.